This data is from Reaction yield outcomes from USPTO patents with 853,638 reactions. The task is: Predict the reaction yield, written as a fraction of the theoretical maximum amount of product (1.0 means a 100% yield; for example, 0.34 means a 34% yield). (1) The reactants are [Cl:1][C:2]1[CH:3]=[C:4]([N:10]2[CH:22]([CH:23]3[CH2:27][CH2:26][CH2:25][CH2:24]3)[CH:21]3[C:12]([C:13]4[CH:14]=[CH:15][C:16]([C:28](O)=[O:29])=[N:17][C:18]=4[CH2:19][CH2:20]3)=[N:11]2)[CH:5]=[CH:6][C:7]=1[C:8]#[N:9].Cl.[CH3:32][N:33]1[CH2:37][CH2:36][C@H:35]([NH2:38])[CH2:34]1.CCN(C(C)C)C(C)C.CN(C(ON1N=NC2C=CC=NC1=2)=[N+](C)C)C.F[P-](F)(F)(F)(F)F. The catalyst is ClCCl.CN(C=O)C. The product is [Cl:1][C:2]1[CH:3]=[C:4]([N:10]2[CH:22]([CH:23]3[CH2:24][CH2:25][CH2:26][CH2:27]3)[CH:21]3[C:12]([C:13]4[CH:14]=[CH:15][C:16]([C:28]([NH:38][C@H:35]5[CH2:36][CH2:37][N:33]([CH3:32])[CH2:34]5)=[O:29])=[N:17][C:18]=4[CH2:19][CH2:20]3)=[N:11]2)[CH:5]=[CH:6][C:7]=1[C:8]#[N:9]. The yield is 0.258. (2) The yield is 0.586. The product is [CH3:22][N:20]1[CH:21]=[C:17]([C:14]2[CH:15]=[C:16]3[C:8]([C:6]4[N:7]=[C:2]([N:29]5[CH2:35][CH2:34][CH2:33][CH2:32][CH:31]([NH2:36])[CH2:30]5)[CH:3]=[CH:4][CH:5]=4)=[N:9][NH:10][C:11]3=[CH:12][N:13]=2)[CH:18]=[N:19]1. The reactants are F[C:2]1[N:7]=[C:6]([C:8]2[C:16]3[C:11](=[CH:12][N:13]=[C:14]([C:17]4[CH:18]=[N:19][N:20]([CH3:22])[CH:21]=4)[CH:15]=3)[N:10](C3CCCCO3)[N:9]=2)[CH:5]=[CH:4][CH:3]=1.[NH:29]1[CH2:35][CH2:34][CH2:33][CH2:32][CH:31]([NH:36]C(=O)OC(C)(C)C)[CH2:30]1. No catalyst specified. (3) The reactants are [CH2:1]([OH:9])[CH2:2][CH2:3][CH2:4][CH2:5][CH2:6][CH2:7][CH3:8]. The catalyst is C1(C)C=CC=CC=1. The product is [CH2:1]([O:9][CH2:1][CH2:2][CH2:3][CH2:4][CH2:5][CH2:6][CH2:7][CH3:8])[CH2:2][CH2:3][CH2:4][CH2:5][CH2:6][CH2:7][CH3:8]. The yield is 0.0300. (4) The reactants are [C:1]([C:3]1[CH:4]=[C:5]2[C:10](=[CH:11][C:12]=1F)[O:9][CH2:8][CH2:7][C:6]2([CH3:18])[C:14]([O:16][CH3:17])=[O:15])#[N:2].C([O-])([O-])=O.[K+].[K+].[Cl:25][C:26]1[CH:43]=[CH:42][C:29]([CH2:30][CH2:31][NH:32][C:33](=[O:41])[C:34]2[CH:39]=[CH:38][C:37]([OH:40])=[CH:36][CH:35]=2)=[CH:28][CH:27]=1. The catalyst is CN1CCCC1=O. The product is [Cl:25][C:26]1[CH:27]=[CH:28][C:29]([CH2:30][CH2:31][NH:32][C:33]([C:34]2[CH:39]=[CH:38][C:37]([O:40][C:12]3[CH:11]=[C:10]4[C:5]([C:6]([CH3:18])([C:14]([O:16][CH3:17])=[O:15])[CH2:7][CH2:8][O:9]4)=[CH:4][C:3]=3[C:1]#[N:2])=[CH:36][CH:35]=2)=[O:41])=[CH:42][CH:43]=1. The yield is 0.590. (5) The reactants are [CH3:1][C:2]1([CH3:36])[CH2:7][NH:6][CH2:5][CH2:4][N:3]1[CH2:8][C:9]1[N:10]([CH3:35])[C:11]2[C:16]([N:17]=1)=[C:15]([N:18]1[CH2:23][CH2:22][O:21][CH2:20][CH2:19]1)[N:14]=[C:13]([N:24]1[C:28]3[CH:29]=[CH:30][CH:31]=[CH:32][C:27]=3[N:26]=[C:25]1[CH2:33][CH3:34])[N:12]=2.[OH:37][C:38]([CH3:43])([CH3:42])[C:39](O)=[O:40].CN(C(ON1N=NC2C=CC=NC1=2)=[N+](C)C)C.F[P-](F)(F)(F)(F)F.CCN(C(C)C)C(C)C. The catalyst is C(Cl)Cl. The product is [CH2:33]([C:25]1[N:24]([C:13]2[N:12]=[C:11]3[C:16]([N:17]=[C:9]([CH2:8][N:3]4[CH2:4][CH2:5][N:6]([C:39](=[O:40])[C:38]([OH:37])([CH3:43])[CH3:42])[CH2:7][C:2]4([CH3:1])[CH3:36])[N:10]3[CH3:35])=[C:15]([N:18]3[CH2:23][CH2:22][O:21][CH2:20][CH2:19]3)[N:14]=2)[C:28]2[CH:29]=[CH:30][CH:31]=[CH:32][C:27]=2[N:26]=1)[CH3:34]. The yield is 0.460.